This data is from Forward reaction prediction with 1.9M reactions from USPTO patents (1976-2016). The task is: Predict the product of the given reaction. (1) Given the reactants [CH3:1][C:2]1[CH:7]=[CH:6][C:5]([NH:8][C:9](=[O:14])[C:10]([F:13])([F:12])[F:11])=[CH:4][C:3]=1[NH:15][C:16](=O)[C:17]([F:20])([F:19])[F:18].C1C(=O)N(Br)C(=O)C1.C1C=CC(P(C2C=CC=CC=2)C2C=CC=CC=2)=CC=1, predict the reaction product. The product is: [F:11][C:10]([F:13])([F:12])[C:9]([NH:8][C:5]1[CH:4]=[C:3]2[C:2]([CH:1]=[C:16]([C:17]([F:20])([F:19])[F:18])[NH:15]2)=[CH:7][CH:6]=1)=[O:14]. (2) The product is: [CH3:1][O:2][C:3]([C:5]1[S:6][C:7]([C:10]([OH:12])=[O:11])=[CH:8][CH:9]=1)=[O:4]. Given the reactants [CH3:1][O:2][C:3]([C:5]1[S:6][C:7]([C:10]([O:12]C)=[O:11])=[CH:8][CH:9]=1)=[O:4].[OH-].[Na+].Cl, predict the reaction product. (3) The product is: [CH:1]1([N:7]([CH2:21][C:30]([CH3:34])([CH3:31])[CH3:29])[C:8](=[O:20])[NH:9][C:10]2[S:11][C:12]([S:15][CH2:16][C:17]([OH:19])=[O:18])=[CH:13][N:14]=2)[CH2:6][CH2:5][CH2:4][CH2:3][CH2:2]1. Given the reactants [CH:1]1([N:7]([CH2:21]CC2C=CC=CC=2)[C:8](=[O:20])[NH:9][C:10]2[S:11][C:12]([S:15][CH2:16][C:17]([OH:19])=[O:18])=[CH:13][N:14]=2)[CH2:6][CH2:5][CH2:4][CH2:3][CH2:2]1.[CH3:29][CH:30]([CH3:34])[CH2:31]CN.C1(=O)CCCCC1, predict the reaction product. (4) Given the reactants [CH3:1][N:2]1[C:6]2=[CH:7][CH:8]=[C:9]3[C:14]([N:13]=[C:12]([C:15]4[CH:21]=[CH:20][C:18]([NH2:19])=[CH:17][CH:16]=4)[N:11]=[C:10]3[N:22]3[CH2:27][CH2:26][O:25][CH2:24][CH2:23]3)=[C:5]2[CH:4]=[CH:3]1.ClC(Cl)(O[C:32](=[O:38])OC(Cl)(Cl)Cl)Cl.[F:40][C:41]([F:45])([F:44])[CH2:42][NH2:43], predict the reaction product. The product is: [CH3:1][N:2]1[C:6]2=[CH:7][CH:8]=[C:9]3[C:14]([N:13]=[C:12]([C:15]4[CH:16]=[CH:17][C:18]([NH:19][C:32]([NH:43][CH2:42][C:41]([F:45])([F:44])[F:40])=[O:38])=[CH:20][CH:21]=4)[N:11]=[C:10]3[N:22]3[CH2:27][CH2:26][O:25][CH2:24][CH2:23]3)=[C:5]2[CH:4]=[CH:3]1. (5) Given the reactants C([O-])=O.[NH4+].C1(C[O:12][C:13]2[CH:14]=[C:15]3[C:19](=[CH:20][CH:21]=2)[N:18]([C:22]([O:24][C:25]([CH3:28])([CH3:27])[CH3:26])=[O:23])[C:17]([C:29]([O:31][CH2:32][CH3:33])=[O:30])=[CH:16]3)C=CC=CC=1, predict the reaction product. The product is: [OH:12][C:13]1[CH:14]=[C:15]2[C:19](=[CH:20][CH:21]=1)[N:18]([C:22]([O:24][C:25]([CH3:26])([CH3:27])[CH3:28])=[O:23])[C:17]([C:29]([O:31][CH2:32][CH3:33])=[O:30])=[CH:16]2. (6) Given the reactants [O:1]=[S:2]1(=[O:28])[C:7]2[CH:8]=[CH:9][CH:10]=[CH:11][C:6]=2[NH:5][C:4]([C:12]2[C:13](=[O:27])[N:14]([CH2:22][CH2:23][CH:24]([CH3:26])[CH3:25])[NH:15][CH:16]([CH:19]([CH3:21])[CH3:20])[C:17]=2[OH:18])=[N:3]1.[N+:29]([O-])([OH:31])=[O:30], predict the reaction product. The product is: [OH:18][C:17]1[C:16]([CH:19]([CH3:21])[CH3:20])=[N:15][N:14]([CH2:22][CH2:23][CH:24]([CH3:26])[CH3:25])[C:13](=[O:27])[C:12]=1[C:4]1[NH:5][C:6]2[CH:11]=[CH:10][C:9]([N+:29]([O-:31])=[O:30])=[CH:8][C:7]=2[S:2](=[O:1])(=[O:28])[N:3]=1. (7) The product is: [C:8]([C:6]1[C:5]([N+:12]([O-:14])=[O:13])=[CH:4][C:3]([OH:15])=[C:2]([C:17]([CH3:26])([CH3:16])[C:18]([O:24][CH3:25])=[O:19])[CH:7]=1)([CH3:11])([CH3:10])[CH3:9]. Given the reactants Br[C:2]1[CH:7]=[C:6]([C:8]([CH3:11])([CH3:10])[CH3:9])[C:5]([N+:12]([O-:14])=[O:13])=[CH:4][C:3]=1[OH:15].[CH3:16]/[C:17](/[CH3:26])=[C:18](/[O:24][CH3:25])\[O:19][Si](C)(C)C.CN(C)C=O, predict the reaction product. (8) Given the reactants [CH3:1][O:2][C:3]([CH:5]1[CH2:9][CH:8]([NH2:10])[CH2:7][N:6]1[C:11]([O:13][C:14]([CH3:17])([CH3:16])[CH3:15])=[O:12])=[O:4].[F:18][C:19]1[CH:26]=[C:25]([F:27])[CH:24]=[CH:23][C:20]=1[CH:21]=O.[BH-](OC(C)=O)(OC(C)=O)OC(C)=O.[Na+], predict the reaction product. The product is: [CH3:1][O:2][C:3]([C@@H:5]1[CH2:9][C@@H:8]([NH:10][CH2:21][C:20]2[CH:23]=[CH:24][C:25]([F:27])=[CH:26][C:19]=2[F:18])[CH2:7][N:6]1[C:11]([O:13][C:14]([CH3:17])([CH3:16])[CH3:15])=[O:12])=[O:4]. (9) Given the reactants [Cl:1][C:2]1[CH:3]=[C:4]2[C:8](=[C:9]([NH:11][CH:12]3[CH2:16][CH2:15][CH2:14][CH2:13]3)[CH:10]=1)[NH:7][C:6]([C:17]1[S:18][CH2:19][C@@H:20]([CH2:22][CH2:23][C:24](O)=[O:25])[N:21]=1)=[CH:5]2.[CH3:27][N:28]1[CH2:33][CH2:32][NH:31][CH2:30][CH2:29]1, predict the reaction product. The product is: [Cl:1][C:2]1[CH:3]=[C:4]2[C:8](=[C:9]([NH:11][CH:12]3[CH2:16][CH2:15][CH2:14][CH2:13]3)[CH:10]=1)[NH:7][C:6]([C:17]1[S:18][CH2:19][C@@H:20]([CH2:22][CH2:23][C:24]([N:31]3[CH2:32][CH2:33][N:28]([CH3:27])[CH2:29][CH2:30]3)=[O:25])[N:21]=1)=[CH:5]2. (10) Given the reactants C([O:4][C:5]1[CH:10]=[C:9]([C:11]#[N:12])[C:8](Br)=[C:7]([C:14]#[N:15])[C:6]=1[O:16]C(=O)C)(=O)C.[C:20]([C:22]1[CH:23]=[C:24](B(O)O)[CH:25]=[CH:26][CH:27]=1)#[N:21], predict the reaction product. The product is: [OH:16][C:6]1[C:5]([OH:4])=[CH:10][C:9]([C:11]#[N:12])=[C:8]([C:26]2[CH:25]=[CH:24][CH:23]=[C:22]([C:20]#[N:21])[CH:27]=2)[C:7]=1[C:14]#[N:15].